The task is: Binary Classification. Given a drug SMILES string, predict its activity (active/inactive) in a high-throughput screening assay against a specified biological target.. This data is from HIV replication inhibition screening data with 41,000+ compounds from the AIDS Antiviral Screen. (1) The drug is CC(C)(C)C1CCC2(OCCO2)C(O)(CCCO)C1. The result is 0 (inactive). (2) The compound is COc1ccc(-c2cc(-c3cc(C)cc(Br)c3O)no2)cc1. The result is 0 (inactive). (3) The drug is COc1ccc2c(c1)C(c1ccc3ccccc3c1)OC2=O. The result is 0 (inactive).